This data is from Reaction yield outcomes from USPTO patents with 853,638 reactions. The task is: Predict the reaction yield, written as a fraction of the theoretical maximum amount of product (1.0 means a 100% yield; for example, 0.34 means a 34% yield). (1) The reactants are [O:1]=[C:2]1[N:6]([CH:7]([CH3:18])[C:8]([O:10]CC2C=CC=CC=2)=[O:9])[CH2:5][CH2:4][O:3]1.[H][H]. The catalyst is [Pd].C(O)C. The product is [O:1]=[C:2]1[N:6]([CH:7]([CH3:18])[C:8]([OH:10])=[O:9])[CH2:5][CH2:4][O:3]1. The yield is 1.00. (2) The reactants are [CH:1]([OH:4])([CH3:3])[CH3:2].[H-].[Na+].Cl[C:8]1[CH:13]=[C:12]([C:14]#[N:15])[CH:11]=[CH:10][N:9]=1. The catalyst is O. The product is [CH:1]([O:4][C:8]1[CH:13]=[C:12]([CH:11]=[CH:10][N:9]=1)[C:14]#[N:15])([CH3:3])[CH3:2]. The yield is 0.530. (3) The reactants are [C:1]1(C)C=CC(S(O)(=O)=O)=CC=1.[NH2:12][C:13]1[CH:18]=[CH:17][CH:16]=[CH:15][C:14]=1[NH:19][CH:20]1[CH2:25][CH2:24][N:23]([C:26]([C:28]2[CH:33]=[CH:32][C:31]([CH2:34][CH2:35][CH2:36][CH3:37])=[CH:30][CH:29]=2)=[O:27])[CH2:22][CH2:21]1.C=O. The catalyst is C(#N)C. The product is [N:19]1([CH:20]2[CH2:21][CH2:22][N:23]([C:26]([C:28]3[CH:33]=[CH:32][C:31]([CH2:34][CH2:35][CH2:36][CH3:37])=[CH:30][CH:29]=3)=[O:27])[CH2:24][CH2:25]2)[C:14]2[CH:15]=[CH:16][CH:17]=[CH:18][C:13]=2[N:12]=[CH:1]1. The yield is 0.760. (4) The product is [NH:21]1[CH2:22][CH:18]([C:8]2([C:2]3[CH:3]=[CH:4][CH:5]=[CH:6][CH:7]=3)[CH2:9][CH2:10][C:11](=[O:12])[CH2:16][CH2:17]2)[CH2:19][CH2:20]1. The yield is 0.960. The catalyst is Cl. The reactants are Cl.[C:2]1([C:8]2([CH:18]3[CH2:22][NH:21][CH2:20][CH2:19]3)[CH2:17][CH2:16][C:11]3(OCC[O:12]3)[CH2:10][CH2:9]2)[CH:7]=[CH:6][CH:5]=[CH:4][CH:3]=1. (5) The reactants are C[S:2][C:3]1[CH:8]=[CH:7][C:6]([C:9](=[O:11])[CH3:10])=[CH:5][CH:4]=1.C(O)(=O)CC(CC(O)=O)(C(O)=O)O.CCOCC. The catalyst is CN(C=O)C. The product is [SH:2][C:3]1[CH:8]=[CH:7][C:6]([C:9](=[O:11])[CH3:10])=[CH:5][CH:4]=1. The yield is 1.00.